Task: Binary Classification. Given a miRNA mature sequence and a target amino acid sequence, predict their likelihood of interaction.. Dataset: Experimentally validated miRNA-target interactions with 360,000+ pairs, plus equal number of negative samples (1) The miRNA is hsa-miR-6770-3p with sequence CUGGCGGCUGUGUCUUCACAG. The protein sequence of the target gene is MFKRMAEFGPDSGGRVKGVTIVKPIVYGNVARYFGKKREEDGHTHQWTVYVKPYRNEDMSAYVKKIQFKLHESYGNPLRVVTKPPYEITETGWGEFEIIIKIFFIDPNERPVTLYHLLKLFQSDTNAMLGKKTVVSEFYDEMIFQDPTAMMQQLLTTSRQLTLGAYKHETEFAELEVKTREKLEAAKKKTSFEIAELKERLKASRETINCLKNEIRKLEEDDQTKDI. Result: 0 (no interaction). (2) The miRNA is hsa-miR-493-3p with sequence UGAAGGUCUACUGUGUGCCAGG. The protein sequence of the target gene is MSTEGGFGGTSSSDAQQSLQSFWPRVMEEIRNLTVKDFRVQELPLARIKKIMKLDEDVKMISAEAPVLFAKAAQIFITELTLRAWIHTEDNKRRTLQRNDIAMAITKFDQFDFLIDIVPRDELKPPKRQEEVRQSVTPAEPVQYYFTLAQQPTAVQVQGQQQGQQTTSSTTTIQPGQIIIAQPQQGQTTPVTMQVGEGQQVQIVQAQPQGQAQQAQSGTGQTMQVMQQIITNTGEIQQIPVQLNAGQLQYIRLAQPVSGTQVVQGQIQTLATNAQQGQRNASQGKPRRCLKETLQITQTE.... Result: 0 (no interaction). (3) The miRNA is hsa-miR-6780a-5p with sequence UUGGGAGGGAAGACAGCUGGAGA. The protein sequence of the target gene is MESMFSSPAEAALQRETGVPGLLTPLPDLDGVYELERVAGFVRDLGCERVALQFPDQLLGDAVAVAARLEETTGSKMFILGDTAYGSCCVDVLGAEQAGAQALIHFGPACLSPPARPLPVAFVLRQRSVALELCVKAFEAQNPDPKAPVVLLSEPACAHALEALATLLRPRYLDLLVSSPAFPQPVGSLSPEPMPLERFGRRFPLAPGRRLEEYGAFYVGGSKASPDPDLDPDLSRLLLGWAPGQPFSSCCPDTGKTQDEGARAGRLRARRRYLVERARDARVVGLLAGTLGVAQHREAL.... Result: 1 (interaction). (4) The miRNA is mmu-miR-29b-3p with sequence UAGCACCAUUUGAAAUCAGUGUU. The protein sequence of the target gene is MFFACYCALRTNVKKYRYQDEDGPHDHSLPRLTHEVRGPELVHVSEKNLSQIENVHGYVLQSHISPLKASPAPIIVNTDTLDTIPYVNGTEIEYEFEEITLERGNSGLGFSIAGGTDNPHIGDDPGIFITKIIPGGAAAEDGRLRVNDCILRVNEVDVSEVSHSKAVEALKEAGSIVRLYVRRRRPILETVVEIKLFKGPKGLGFSIAGGVGNQHIPGDNSIYVTKIIDGGAAQKDGRLQVGDRLLMVNNYSLEEVTHEEAVAILKNTSDVVYLKVGKPTTIYMTDPYGPPDITHSYSPP.... Result: 0 (no interaction). (5) The miRNA is mmu-miR-297a-5p with sequence AUGUAUGUGUGCAUGUGCAUGU. The protein sequence of the target gene is MAFPHRLDAPELPDFSMLKRLARDQLIYLLEQLPGKKDLFIEADLMSPLDRIANVSILKQHEVDKLYKVENKPALSANEQLCFLVRPRIKNMRYIASLVNADKLAGRIRKYKVILSPQKFYACEMVLEEEGVYGDVSCDEWAFSLLPLDVDLLSMELPEFFRDYFLEGDQRWINTVAQALHLLSTLYGPFPNCYGIGRCAKMSYDLWRKLEEEEDSETKGRKPEIGHIFLLDRDVDFVTALCSQVVYEGLVDDTFRIKCGSVDFGPEVTSSDKSLKVLLNAEDKVFSEIRNEHFSNVFGF.... Result: 1 (interaction). (6) The miRNA is hsa-miR-650 with sequence AGGAGGCAGCGCUCUCAGGAC. The protein sequence of the target gene is MRLAAAANEAYTAPLAVSGLLGCKQCGGGRDQDEELGIRIPRPLGQGPSRFIPEKEILQVGSEDAQMHALFADSFAALGRLDNITLVMVFHPQYLESFLKTQHYLLQMDGPLPLHYRHYIGIMAAARHQCSYLVNLHVNDFLHVGGDPKWLNGLENAPQKLQNLGELNKVLAHRPWLITKEHIEGLLKAEEHSWSLAELVHAVVLLTHYHSLASFTFGCGISPEIHCDGGHTFRPPSVSNYCICDITNGNHSVDEMPVNSAENVSVSDSFFEVEALMEKMRQLQECRDEEEASQEEMASR.... Result: 1 (interaction). (7) The miRNA is hsa-miR-6778-3p with sequence UGCCUCCCUGACAUUCCACAG. The protein sequence of the target gene is MSKIRGLPPEVREPGPGVELGVENGLLCQLIHSPEFNLFSNSVVFESNFIQTHVPEADFQVTKPGNWRDVCEGSATVILGVTSSVPSLPLPNVLLMANVTWPQGPFTTWSTPGDAPVINLSRLLPLKYVELRIYDRLQRILRVRTVTEKIYYLKLHEKHPEIVFQFWVRLVKILQKGLSITTKDPRIKFTHCLVPKMPTNSTETTPENSLLSSPQPSEPLVLLAAEQTSGSFSQLSGKPQLTADRNNDTAIEIDNCSSYKIPSPVASPINLNIPMRAALSHSLWEQEDWNEHLLQVHIAS.... Result: 1 (interaction). (8) The miRNA is hsa-miR-4654 with sequence UGUGGGAUCUGGAGGCAUCUGG. The protein sequence of the target gene is MMKEVLSTGQGNTEVIHTGTLQRYQSYHIGDFCFQEIEKEIHDIEFQCQEDERNGHEAPMTKIKKLTGSTDQHDHRHAGNKPIKDQLGSSFYSHLPELHIIQIKGKIGNQFEKSTSDAPSVSTSQRISPRPQIHISNNYGNNSPNSSLLPQKQEVYMREKSFQCNESGKAFNCSSLLRKHQIPHLGDKQYKCDVCGKLFNHKQYLTCHCRCHTGEKPYKCNECGKSFSQVSSLTCHRRLHTAVKSHKCNECGKIFGQNSALVIHKAIHTGEKPYKCNECDKAFNQQSNLARHRRIHTGEK.... Result: 0 (no interaction). (9) The miRNA is cfa-miR-208b with sequence AUAAGACGAACAAAAGGUUUGU. The protein sequence of the target gene is MDVLASYSIFQELQLVHDTGYFSALPSLEETWQQTCLELERYLQTEPRRISETFGEDLDCFLHASPPPCIEESFRRLDPLLLPVEATICEKSSAVDILLSRDKLLSETCLSLQPTSSSLDSYTAVNQAQLNAVTSLTPPSSPELSRHLVKTSQTLSAVDGTVTLKLVAKKASLSSVKVGGVAAAAAVTPAGAVKSGQSDSEQGGGGADTCPENKKRVHRCQFNGCRKVYTKSSHLKAHQRTHTGEKPYKCSWEGCEWRFARSDELTRHYRKHTGAKPFKCNHCDRCFSRSDHLALHMKRH.... Result: 0 (no interaction). (10) The miRNA is hsa-miR-425-3p with sequence AUCGGGAAUGUCGUGUCCGCCC. The protein sequence of the target gene is MEVVPAEVNSLLPDDIMDTAITLVDEDSIEAVIVSSPIPMETELEEIVNINSTGDSTATPISTEPITVYSNHTNQVAVNTTVSKADSNTTVKPAFPSGLQKLGAQTPVTISANQIILNKVSQTSDLKLGNQTLKPDGQKLILTTLGKSGSPIVLALPHSQLPQAQKVTAQAQPGDAKLPPQQIKVVTIGGRPEVKPVIGVSALTPGSQLINTTTQPSVLQTQQLKTVQIAKKPRTPTSGPVITKLIFAKPINSKAVTGQTTQASPPVVTGRVLSQSTPGTPSKTITISESGVIGSTLNST.... Result: 0 (no interaction).